From a dataset of Full USPTO retrosynthesis dataset with 1.9M reactions from patents (1976-2016). Predict the reactants needed to synthesize the given product. Given the product [OH:11][NH:10][C:8]([C:6]1[CH:5]=[C:4]([CH3:12])[N:3]=[C:2]([NH:16][CH2:13][CH2:14][CH3:15])[N:7]=1)=[NH:9], predict the reactants needed to synthesize it. The reactants are: Cl[C:2]1[N:7]=[C:6]([C:8]([NH:10][OH:11])=[NH:9])[CH:5]=[C:4]([CH3:12])[N:3]=1.[CH2:13]([NH2:16])[CH2:14][CH3:15].C([O-])([O-])=O.[Na+].[Na+].